From a dataset of Peptide-MHC class II binding affinity with 134,281 pairs from IEDB. Regression. Given a peptide amino acid sequence and an MHC pseudo amino acid sequence, predict their binding affinity value. This is MHC class II binding data. (1) The peptide sequence is WTTCQSIAFPSKTSASIGSL. The MHC is H-2-IAs with pseudo-sequence H-2-IAs. The binding affinity (normalized) is 0.303. (2) The peptide sequence is GELQIVDKIRAAFKI. The MHC is DRB3_0202 with pseudo-sequence DRB3_0202. The binding affinity (normalized) is 0.538. (3) The peptide sequence is MKYLAAFLLLGLAGN. The MHC is HLA-DPA10103-DPB10401 with pseudo-sequence HLA-DPA10103-DPB10401. The binding affinity (normalized) is 0.321. (4) The peptide sequence is NGPMAVSMTGVMRGN. The MHC is DRB3_0202 with pseudo-sequence DRB3_0202. The binding affinity (normalized) is 0.515. (5) The peptide sequence is LVVGIYDEPMTPGQC. The MHC is HLA-DQA10102-DQB10502 with pseudo-sequence HLA-DQA10102-DQB10502. The binding affinity (normalized) is 0.511. (6) The MHC is HLA-DPA10201-DPB11401 with pseudo-sequence HLA-DPA10201-DPB11401. The peptide sequence is ADAGYAPATPAAAGA. The binding affinity (normalized) is 0. (7) The peptide sequence is FQTMPGTFQTTTGEI. The MHC is DRB1_0701 with pseudo-sequence DRB1_0701. The binding affinity (normalized) is 0.360. (8) The peptide sequence is FSGVAATESAYLAYR. The MHC is HLA-DPA10103-DPB10301 with pseudo-sequence HLA-DPA10103-DPB10301. The binding affinity (normalized) is 0.481. (9) The peptide sequence is HEMNNGGDAMYMALI. The MHC is HLA-DQA10501-DQB10402 with pseudo-sequence HLA-DQA10501-DQB10402. The binding affinity (normalized) is 0.354. (10) The peptide sequence is PELQIVDKIDAAFKI. The MHC is DRB3_0202 with pseudo-sequence DRB3_0202. The binding affinity (normalized) is 0.157.